This data is from Full USPTO retrosynthesis dataset with 1.9M reactions from patents (1976-2016). The task is: Predict the reactants needed to synthesize the given product. (1) The reactants are: [Cl:1][C:2]1[C:7](=O)[NH:6][C:5]([CH3:9])=[C:4]([C:10]([O:12][CH2:13][CH3:14])=[O:11])[CH:3]=1.C(Cl)(=O)C([Cl:18])=O.CN(C=O)C. Given the product [Cl:1][C:2]1[C:7]([Cl:18])=[N:6][C:5]([CH3:9])=[C:4]([CH:3]=1)[C:10]([O:12][CH2:13][CH3:14])=[O:11], predict the reactants needed to synthesize it. (2) Given the product [OH:3][CH2:4][CH2:5][O:6][C@H:7]1[CH2:12][CH2:11][C@H:10]([N:13]2[C:18](=[O:19])[C:17]([CH2:20][C:21]3[CH:26]=[CH:25][C:24]([C:27]4[C:28]([C:33]#[N:34])=[CH:29][CH:30]=[CH:31][CH:32]=4)=[CH:23][CH:22]=3)=[C:16]([CH2:35][CH2:36][CH3:37])[N:15]3[N:38]=[CH:39][CH:40]=[C:14]23)[CH2:9][CH2:8]1, predict the reactants needed to synthesize it. The reactants are: C([O:3][C:4](=O)[CH2:5][O:6][C@H:7]1[CH2:12][CH2:11][C@H:10]([N:13]2[C:18](=[O:19])[C:17]([CH2:20][C:21]3[CH:26]=[CH:25][C:24]([C:27]4[CH:32]=[CH:31][CH:30]=[CH:29][C:28]=4[C:33]#[N:34])=[CH:23][CH:22]=3)=[C:16]([CH2:35][CH2:36][CH3:37])[N:15]3[N:38]=[CH:39][CH:40]=[C:14]23)[CH2:9][CH2:8]1)C.C(O)C.[BH4-].[Li+].[Cl-].[NH4+]. (3) The reactants are: C1(C)C=C(C)C=C(C)C=1.CS(O)(=O)=O.C([CH:22]([CH2:26][CH2:27][CH2:28][C@H:29]1[C@@H:37]2[C@@H:32]([NH:33][C:34]([NH:36]2)=[O:35])[CH2:31][S:30]1)[C:23](=[O:25])[OH:24])C1C=CC=CC=1.C(O)(=O)C. Given the product [OH:25][C:23]([CH2:22][CH2:26][CH2:27][CH2:28][C@H:29]1[C@@H:37]2[C@@H:32]([NH:33][C:34]([NH:36]2)=[O:35])[CH2:31][S:30]1)=[O:24], predict the reactants needed to synthesize it.